Regression. Given a peptide amino acid sequence and an MHC pseudo amino acid sequence, predict their binding affinity value. This is MHC class II binding data. From a dataset of Peptide-MHC class II binding affinity with 134,281 pairs from IEDB. (1) The peptide sequence is DRTELLEMVCFHEFL. The MHC is DRB3_0101 with pseudo-sequence DRB3_0101. The binding affinity (normalized) is 0.204. (2) The peptide sequence is RGHHRQVIGAAQLGR. The MHC is DRB1_0301 with pseudo-sequence DRB1_0301. The binding affinity (normalized) is 0. (3) The peptide sequence is ETALKKAITAMSE. The MHC is DRB1_0901 with pseudo-sequence DRB1_0901. The binding affinity (normalized) is 0.452. (4) The peptide sequence is NVWEVKSSKPLVGPF. The MHC is DRB1_0901 with pseudo-sequence DRB1_0901. The binding affinity (normalized) is 0.334. (5) The MHC is DRB1_1302 with pseudo-sequence DRB1_1302. The peptide sequence is KYLFNWAVRTKLKLTPIA. The binding affinity (normalized) is 0.671.